From a dataset of Forward reaction prediction with 1.9M reactions from USPTO patents (1976-2016). Predict the product of the given reaction. (1) Given the reactants [CH3:1][O:2][C:3]([C:5]1[C:9]([N+:10]([O-:12])=[O:11])=[CH:8][NH:7][N:6]=1)=[O:4].C1(C)C=CC(S(O)(=O)=O)=CC=1.[O:24]1[CH:29]=[CH:28][CH2:27][CH2:26][CH2:25]1, predict the reaction product. The product is: [CH3:1][O:2][C:3]([C:5]1[C:9]([N+:10]([O-:12])=[O:11])=[CH:8][N:7]([CH:25]2[CH2:26][CH2:27][CH2:28][CH2:29][O:24]2)[N:6]=1)=[O:4]. (2) Given the reactants [CH:1]1([C:4]([C:6]2[CH:11]=[CH:10][CH:9]=[C:8]([C:12]([F:15])([F:14])[F:13])[CH:7]=2)=O)[CH2:3][CH2:2]1.[C-:16]#[N:17].[Na+].[Cl-:19].[NH4+:20].N.[OH2:22], predict the reaction product. The product is: [ClH:19].[NH2:20][C:4]([CH:1]1[CH2:3][CH2:2]1)([C:6]1[CH:11]=[CH:10][CH:9]=[C:8]([C:12]([F:15])([F:14])[F:13])[CH:7]=1)[C:16]([NH2:17])=[O:22].